From a dataset of Reaction yield outcomes from USPTO patents with 853,638 reactions. Predict the reaction yield, written as a fraction of the theoretical maximum amount of product (1.0 means a 100% yield; for example, 0.34 means a 34% yield). The reactants are Cl[C:2]1[N:7]=[C:6]([N:8]2[CH2:13][CH2:12][O:11][CH2:10][CH2:9]2)[N:5]=[C:4]([N:14]2[C:18]3[CH:19]=[CH:20][CH:21]=[C:22]([O:23][CH3:24])[C:17]=3[N:16]=[C:15]2[CH:25]([F:27])[F:26])[N:3]=1.[NH2:28][CH:29]1[CH2:34][CH2:33][N:32]([C:35]([O:37][C:38]([CH3:41])([CH3:40])[CH3:39])=[O:36])[CH2:31][CH2:30]1.CCN(C(C)C)C(C)C. The catalyst is C1COCC1. The product is [F:26][CH:25]([F:27])[C:15]1[N:14]([C:4]2[N:5]=[C:6]([N:8]3[CH2:13][CH2:12][O:11][CH2:10][CH2:9]3)[N:7]=[C:2]([NH:28][CH:29]3[CH2:30][CH2:31][N:32]([C:35]([O:37][C:38]([CH3:41])([CH3:40])[CH3:39])=[O:36])[CH2:33][CH2:34]3)[N:3]=2)[C:18]2[CH:19]=[CH:20][CH:21]=[C:22]([O:23][CH3:24])[C:17]=2[N:16]=1. The yield is 0.910.